This data is from Full USPTO retrosynthesis dataset with 1.9M reactions from patents (1976-2016). The task is: Predict the reactants needed to synthesize the given product. (1) Given the product [CH3:1][O:2][C:3](=[O:25])[CH:4]([CH3:5])[CH2:9][C@H:10]1[CH2:14][C:13](=[O:15])[N:12]([C@H:16]([C:18]2[CH:19]=[CH:20][CH:21]=[CH:22][CH:23]=2)[CH3:17])[CH2:11]1, predict the reactants needed to synthesize it. The reactants are: [CH3:1][O:2][C:3](=[O:25])[C:4](C)([CH2:9][C@H:10]1[CH2:14][C:13](=[O:15])[N:12]([C@H:16]([C:18]2[CH:23]=[CH:22][CH:21]=[CH:20][CH:19]=2)[CH3:17])[CH2:11]1)[C:5](OC)=O.[Na+].[Cl-].CS(C)=O. (2) Given the product [S:64]1[CH2:63][CH2:62][N:61]=[C:59]1[C:56]1[NH:57][C:58]2[C:54]([CH:55]=1)=[CH:53][CH:52]=[CH:51][C:50]=2[NH:49][S:46]([C:41]1[CH:42]=[CH:43][CH:44]=[CH:45][C:40]=1[S:37]([CH3:36])(=[O:39])=[O:38])(=[O:48])=[O:47], predict the reactants needed to synthesize it. The reactants are: C1(P(=O)(C2C=CC=CC=2)C2C=CC=CC=2)C=CC=CC=1.FC(F)(F)S(OS(C(F)(F)F)(=O)=O)(=O)=O.[CH3:36][S:37]([C:40]1[CH:45]=[CH:44][CH:43]=[CH:42][C:41]=1[S:46]([NH:49][C:50]1[CH:51]=[CH:52][CH:53]=[C:54]2[C:58]=1[NH:57][C:56]([C:59]([NH:61][CH2:62][CH2:63][S:64]C(C1C=CC=CC=1)(C1C=CC=CC=1)C1C=CC=CC=1)=O)=[CH:55]2)(=[O:48])=[O:47])(=[O:39])=[O:38]. (3) The reactants are: [CH3:1][C:2]1[CH:7]=[CH:6][C:5]([NH2:8])=[CH:4][C:3]=1[NH:9][C:10]1[N:15]=[C:14]([C:16]2[CH:21]=[N:20][CH:19]=[CH:18][N:17]=2)[CH:13]=[CH:12][N:11]=1.[F:22][C:23]([F:36])([F:35])[CH2:24][O:25][C:26]1[CH:27]=[C:28]([CH:32]=[CH:33][CH:34]=1)[C:29](O)=[O:30].F[P-](F)(F)(F)(F)F.N1(O[P+](N(C)C)(N(C)C)N(C)C)C2C=CC=CC=2N=N1.CCN(C(C)C)C(C)C. Given the product [CH3:1][C:2]1[CH:7]=[CH:6][C:5]([NH:8][C:29](=[O:30])[C:28]2[CH:32]=[CH:33][CH:34]=[C:26]([O:25][CH2:24][C:23]([F:36])([F:22])[F:35])[CH:27]=2)=[CH:4][C:3]=1[NH:9][C:10]1[N:15]=[C:14]([C:16]2[CH:21]=[N:20][CH:19]=[CH:18][N:17]=2)[CH:13]=[CH:12][N:11]=1, predict the reactants needed to synthesize it.